From a dataset of Catalyst prediction with 721,799 reactions and 888 catalyst types from USPTO. Predict which catalyst facilitates the given reaction. (1) Reactant: Cl[CH2:2][CH2:3][O:4][C:5]1[CH:13]=[CH:12][CH:11]=[C:10]2[C:6]=1[CH:7]=[CH:8][N:9]2[S:14]([C:17]1[CH:22]=[CH:21][CH:20]=[CH:19][CH:18]=1)(=[O:16])=[O:15].[N-:23]=[N+:24]=[N-:25].[Na+].O. Product: [C:17]1([S:14]([N:9]2[C:10]3[C:6](=[C:5]([O:4][CH2:3][CH2:2][N:23]=[N+:24]=[N-:25])[CH:13]=[CH:12][CH:11]=3)[CH:7]=[CH:8]2)(=[O:16])=[O:15])[CH:22]=[CH:21][CH:20]=[CH:19][CH:18]=1. The catalyst class is: 9. (2) The catalyst class is: 5. Reactant: [Na].C([O:5][CH2:6][CH2:7][CH2:8][CH2:9][O:10][C:11]1[C:16]2[O:17][C:18]([CH3:21])([CH3:20])[CH2:19][C:15]=2[CH:14]=[CH:13][CH:12]=1)(=O)C.O.Cl. Product: [CH3:20][C:18]1([CH3:21])[O:17][C:16]2[C:11]([O:10][CH2:9][CH2:8][CH2:7][CH2:6][OH:5])=[CH:12][CH:13]=[CH:14][C:15]=2[CH2:19]1. (3) Reactant: [Br:1][C:2](=[CH2:10])[CH2:3][CH2:4][C:5]([O:7][CH2:8][CH3:9])=[O:6].[CH:11]([Br:14])(Br)[Br:12].[Br-].[Br-].C([N+](C)(C)CC[N+](CC1C=CC=CC=1)(C)C)C1C=CC=CC=1.[OH-].[K+]. Product: [CH2:8]([O:7][C:5](=[O:6])[CH2:4][CH2:3][C:2]1([Br:1])[CH2:10][C:11]1([Br:14])[Br:12])[CH3:9]. The catalyst class is: 34. (4) Reactant: [C:1]([O:5][C:6]([N:8]1[CH2:17][CH2:16][C:15]2[N:14]([CH2:18][CH:19]3[CH2:22][CH2:21][CH2:20]3)[C:13](=[O:23])[C:12](B(O)O)=[CH:11][C:10]=2[CH2:9]1)=[O:7])([CH3:4])([CH3:3])[CH3:2].[F:27][C:28]1[CH:35]=[CH:34][CH:33]=[CH:32][C:29]=1[CH2:30]Br.C(=O)([O-])[O-].[Na+].[Na+].CCOC(C)=O. Product: [CH:19]1([CH2:18][N:14]2[C:15]3[CH2:16][CH2:17][N:8]([C:6]([O:5][C:1]([CH3:4])([CH3:3])[CH3:2])=[O:7])[CH2:9][C:10]=3[CH:11]=[C:12]([CH2:30][C:29]3[CH:32]=[CH:33][CH:34]=[CH:35][C:28]=3[F:27])[C:13]2=[O:23])[CH2:22][CH2:21][CH2:20]1. The catalyst class is: 460. (5) Reactant: C([O:8][C:9]1[CH:14]=[CH:13][C:12]([CH:15]([NH:22][C:23](=[O:54])[CH2:24][C:25]2[CH:26]=[CH:27][C:28]3[O:32][C:31]([CH:33]([C:46]4[C:47]([CH3:52])=[N:48][O:49][C:50]=4[CH3:51])[N:34]4[CH2:37][CH:36]([NH:38][C:39](=[O:45])[O:40][C:41]([CH3:44])([CH3:43])[CH3:42])[CH2:35]4)=[CH:30][C:29]=3[CH:53]=2)[C:16]2[CH:21]=[CH:20][CH:19]=[CH:18][CH:17]=2)=[C:11]([CH3:55])[CH:10]=1)C1C=CC=CC=1. Product: [CH3:52][C:47]1[C:46]([CH:33]([C:31]2[O:32][C:28]3[CH:27]=[CH:26][C:25]([CH2:24][C:23]([NH:22][CH:15]([C:12]4[CH:13]=[CH:14][C:9]([OH:8])=[CH:10][C:11]=4[CH3:55])[C:16]4[CH:21]=[CH:20][CH:19]=[CH:18][CH:17]=4)=[O:54])=[CH:53][C:29]=3[CH:30]=2)[N:34]2[CH2:37][CH:36]([NH:38][C:39](=[O:45])[O:40][C:41]([CH3:44])([CH3:43])[CH3:42])[CH2:35]2)=[C:50]([CH3:51])[O:49][N:48]=1. The catalyst class is: 99. (6) Reactant: [NH2:1][C:2]1[CH:10]=[C:9]([O:11][CH3:12])[CH:8]=[C:7]([O:13][CH3:14])[C:3]=1[C:4]([NH2:6])=[O:5].C([Si](C)(C)[O:20][CH2:21][CH2:22][O:23][C:24]1[CH:25]=[CH:26][C:27]([CH:44]=O)=[N:28][C:29]=1[C:30]1[CH:35]=[CH:34][C:33]([S:36]([CH3:39])(=[O:38])=[O:37])=[CH:32][C:31]=1[C:40]([F:43])([F:42])[F:41])(C)(C)C.OS([O-])=O.[Na+].O.C1(C)C=CC(S(O)(=O)=O)=CC=1. Product: [OH:20][CH2:21][CH2:22][O:23][C:24]1[CH:25]=[CH:26][C:27]([C:44]2[NH:6][C:4](=[O:5])[C:3]3[C:2](=[CH:10][C:9]([O:11][CH3:12])=[CH:8][C:7]=3[O:13][CH3:14])[N:1]=2)=[N:28][C:29]=1[C:30]1[CH:35]=[CH:34][C:33]([S:36]([CH3:39])(=[O:38])=[O:37])=[CH:32][C:31]=1[C:40]([F:42])([F:43])[F:41]. The catalyst class is: 80.